Dataset: Full USPTO retrosynthesis dataset with 1.9M reactions from patents (1976-2016). Task: Predict the reactants needed to synthesize the given product. (1) Given the product [NH2:1][C:2]1[CH:3]=[C:4]([C:9]([N:11]2[CH2:16][CH2:15][CH:14]([C:17]3[CH:22]=[CH:21][C:20]([C:34]4[CH:33]=[N:32][N:31]([CH3:30])[CH:35]=4)=[CH:19][CH:18]=3)[CH2:13][CH2:12]2)=[O:10])[CH:5]=[CH:6][C:7]=1[CH3:8], predict the reactants needed to synthesize it. The reactants are: [NH2:1][C:2]1[CH:3]=[C:4]([C:9]([N:11]2[CH2:16][CH2:15][CH:14]([C:17]3[CH:22]=[CH:21][C:20](Br)=[CH:19][CH:18]=3)[CH2:13][CH2:12]2)=[O:10])[CH:5]=[CH:6][C:7]=1[CH3:8].C([O-])([O-])=O.[Na+].[Na+].[CH3:30][N:31]1[CH:35]=[C:34](B2OC(C)(C)C(C)(C)O2)[CH:33]=[N:32]1.O. (2) Given the product [CH3:1][O:2][C:3]1[C:14]([O:15][CH3:16])=[CH:13][C:6]2[CH2:7][C:8](=[O:12])[NH:9][CH2:10][CH2:11][C:5]=2[CH:4]=1, predict the reactants needed to synthesize it. The reactants are: [CH3:1][O:2][C:3]1[C:14]([O:15][CH3:16])=[CH:13][C:6]2[CH2:7][C:8](=[O:12])[NH:9][CH:10]=[CH:11][C:5]=2[CH:4]=1. (3) Given the product [Br:1][C:2]1[CH:11]=[C:10]2[C:5]([N:6]=[CH:7][C:8]([C:17]3[CH:16]=[N:15][N:14]([CH3:13])[CH:18]=3)=[N:9]2)=[CH:4][CH:3]=1, predict the reactants needed to synthesize it. The reactants are: [Br:1][C:2]1[CH:11]=[C:10]2[C:5]([N:6]=[CH:7][C:8](Cl)=[N:9]2)=[CH:4][CH:3]=1.[CH3:13][N:14]1[CH:18]=[C:17](B2OC(C)(C)C(C)(C)O2)[CH:16]=[N:15]1.C(=O)([O-])[O-].[Na+].[Na+].O. (4) Given the product [F:1][C:2]1[CH:7]=[CH:6][C:5]([C:8]2[C:16]([C:17]([OH:19])=[O:18])=[C:11]3[CH:12]=[CH:13][CH:14]=[CH:15][N:10]3[N:9]=2)=[CH:4][CH:3]=1, predict the reactants needed to synthesize it. The reactants are: [F:1][C:2]1[CH:7]=[CH:6][C:5]([C:8]2[C:16]([C:17]([O:19]C)=[O:18])=[C:11]3[CH:12]=[CH:13][CH:14]=[CH:15][N:10]3[N:9]=2)=[CH:4][CH:3]=1. (5) Given the product [OH:24][C:20]([CH2:19][CH2:18][C:12]1[CH:13]=[CH:14][CH:15]=[CH:16][CH:17]=1)([CH2:21][CH2:22][CH3:23])[CH2:7][C:8]([O:10][CH3:11])=[O:9], predict the reactants needed to synthesize it. The reactants are: C[Si](C)(C)Cl.Br[CH2:7][C:8]([O:10][CH3:11])=[O:9].[C:12]1([CH2:18][CH2:19][C:20](=[O:24])[CH2:21][CH2:22][CH3:23])[CH:17]=[CH:16][CH:15]=[CH:14][CH:13]=1.C(=O)C1C=CC=CC=1.CC(=O)CCC.C1(C=CC(=O)CCC)C=CC=CC=1.Cl. (6) Given the product [NH2:22][C:5]1[CH:4]=[CH:3][C:2]([Cl:1])=[CH:7][C:6]=1[NH:8][CH:9]1[CH2:10][CH2:11][N:12]([C:15]([O:17][C:18]([CH3:21])([CH3:20])[CH3:19])=[O:16])[CH2:13][CH2:14]1, predict the reactants needed to synthesize it. The reactants are: [Cl:1][C:2]1[CH:3]=[CH:4][C:5]([N+:22]([O-])=O)=[C:6]([NH:8][CH:9]2[CH2:14][CH2:13][N:12]([C:15]([O:17][C:18]([CH3:21])([CH3:20])[CH3:19])=[O:16])[CH2:11][CH2:10]2)[CH:7]=1.O.NN. (7) Given the product [CH3:21][O:17][C:16]([CH:13]1[CH2:14][CH2:15][N:11]([C:1]([O:3][CH2:4][C:5]2[CH:10]=[CH:9][CH:8]=[CH:7][CH:6]=2)=[O:2])[CH2:12]1)=[O:18], predict the reactants needed to synthesize it. The reactants are: [C:1]([N:11]1[CH2:15][CH2:14][CH:13]([C:16]([OH:18])=[O:17])[CH2:12]1)([O:3][CH2:4][C:5]1[CH:10]=[CH:9][CH:8]=[CH:7][CH:6]=1)=[O:2].IC.[C:21](=O)([O-])O.[K+]. (8) Given the product [F:5][C:4]([F:7])([F:6])[S:1]([O:8][C:37]1[C:36]2[CH:40]=[N:41][N:42]([CH2:43][O:44][CH2:45][CH2:46][Si:47]([CH3:50])([CH3:48])[CH3:49])[C:35]=2[CH:34]=[C:33]([C:19]2[CH:20]=[CH:21][C:22]([O:24][CH2:25][O:26][CH2:27][CH2:28][Si:29]([CH3:32])([CH3:31])[CH3:30])=[CH:23][C:18]=2[CH2:16][CH3:17])[N:38]=1)(=[O:3])=[O:2], predict the reactants needed to synthesize it. The reactants are: [S:1]([O:8]S(C(F)(F)F)(=O)=O)([C:4]([F:7])([F:6])[F:5])(=[O:3])=[O:2].[CH2:16]([C:18]1[CH:23]=[C:22]([O:24][CH2:25][O:26][CH2:27][CH2:28][Si:29]([CH3:32])([CH3:31])[CH3:30])[CH:21]=[CH:20][C:19]=1[C:33]1[N:38]=[C:37](O)[C:36]2[CH:40]=[N:41][N:42]([CH2:43][O:44][CH2:45][CH2:46][Si:47]([CH3:50])([CH3:49])[CH3:48])[C:35]=2[CH:34]=1)[CH3:17].N1C=CC=CC=1.C(O)(=O)CC(CC(O)=O)(C(O)=O)O. (9) Given the product [CH3:1][O:2][C:3]([C:5]1[CH:14]=[C:13]2[C:8]([CH:9]=[CH:10][N:11]([CH2:23][C:20]3[CH:21]=[CH:22][C:17]([C:24]#[N:25])=[CH:18][CH:19]=3)[C:12]2=[O:15])=[CH:7][CH:6]=1)=[O:4], predict the reactants needed to synthesize it. The reactants are: [CH3:1][O:2][C:3]([C:5]1[CH:14]=[C:13]2[C:8]([CH:9]=[CH:10][NH:11][C:12]2=[O:15])=[CH:7][CH:6]=1)=[O:4].Br[C:17]1([C:24]#[N:25])[CH:22]=[CH:21][C:20]([CH3:23])=[CH:19][CH2:18]1. (10) Given the product [O:16]1[CH2:2][CH:1]1[C:3]1[CH:12]=[CH:11][C:6]([C:7]([O:9][CH3:10])=[O:8])=[CH:5][N:4]=1, predict the reactants needed to synthesize it. The reactants are: [CH:1]([C:3]1[CH:12]=[CH:11][C:6]([C:7]([O:9][CH3:10])=[O:8])=[CH:5][N:4]=1)=[CH2:2].C1C(=O)N(Br)C(=[O:16])C1.[OH-].[Na+].CC(=O)OCC.